From a dataset of Full USPTO retrosynthesis dataset with 1.9M reactions from patents (1976-2016). Predict the reactants needed to synthesize the given product. (1) Given the product [CH2:1]([O:3][C:4]1[CH:38]=[CH:37][CH:36]=[CH:35][C:5]=1[O:6][C@@H:7]1[CH2:12][CH2:11][CH2:10][N:9]([C:13]2[N:14]=[CH:15][C:16]([C:19]([NH:21][CH2:22][C:23]3[CH:24]=[C:25]([CH:30]=[C:31]([O:33][CH3:34])[CH:32]=3)[C:26]([OH:28])=[O:27])=[O:20])=[CH:17][N:18]=2)[CH2:8]1)[CH3:2], predict the reactants needed to synthesize it. The reactants are: [CH2:1]([O:3][C:4]1[CH:38]=[CH:37][CH:36]=[CH:35][C:5]=1[O:6][C@@H:7]1[CH2:12][CH2:11][CH2:10][N:9]([C:13]2[N:18]=[CH:17][C:16]([C:19]([NH:21][CH2:22][C:23]3[CH:24]=[C:25]([CH:30]=[C:31]([O:33][CH3:34])[CH:32]=3)[C:26]([O:28]C)=[O:27])=[O:20])=[CH:15][N:14]=2)[CH2:8]1)[CH3:2].O[Li].O. (2) Given the product [Cl:1][C:2]1[CH:8]=[C:7]([I:9])[CH:6]=[CH:5][C:3]=1[NH:4][N:10]=[C:24]([C:22]#[N:23])[C:25]([NH2:27])=[O:26], predict the reactants needed to synthesize it. The reactants are: [Cl:1][C:2]1[CH:8]=[C:7]([I:9])[CH:6]=[CH:5][C:3]=1[NH2:4].[N:10]([O-])=O.[Na+].O.O.O.C([O-])(=O)C.[Na+].[C:22]([CH2:24][C:25]([NH2:27])=[O:26])#[N:23]. (3) Given the product [CH2:18]([O:17][C:15](=[O:16])[CH:14]([NH:13][C:10](=[O:12])[CH2:9][C:5]1[CH:6]=[CH:7][CH:8]=[C:3]([O:2][CH3:1])[CH:4]=1)[CH2:22][CH3:23])[CH:19]([CH3:20])[CH3:21], predict the reactants needed to synthesize it. The reactants are: [CH3:1][O:2][C:3]1[CH:4]=[C:5]([CH2:9][C:10]([OH:12])=O)[CH:6]=[CH:7][CH:8]=1.[NH2:13][CH:14]([CH2:22][CH3:23])[C:15]([O:17][CH2:18][CH:19]([CH3:21])[CH3:20])=[O:16]. (4) Given the product [CH3:25][O:26][C:27]1[CH:28]=[C:29]([NH:33][C:34]([N:15]2[CH2:16][CH2:17][N:12]([C:10]3[S:9][N:8]=[C:7]([C:1]4[CH:2]=[CH:3][CH:4]=[CH:5][CH:6]=4)[N:11]=3)[CH2:13][CH2:14]2)=[O:35])[CH:30]=[CH:31][CH:32]=1, predict the reactants needed to synthesize it. The reactants are: [C:1]1([C:7]2[N:11]=[C:10]([N:12]3[CH2:17][CH2:16][NH:15][CH2:14][CH2:13]3)[S:9][N:8]=2)[CH:6]=[CH:5][CH:4]=[CH:3][CH:2]=1.C(N(CC)CC)C.[CH3:25][O:26][C:27]1[CH:28]=[C:29]([N:33]=[C:34]=[O:35])[CH:30]=[CH:31][CH:32]=1. (5) Given the product [CH2:21]([S:20][C:16]1[N:15]=[C:14]([C:12]2[S:4][C:3]3[CH:5]=[CH:6][CH:7]=[CH:8][C:2]=3[C:1](=[O:10])[N:13]=2)[CH:19]=[CH:18][CH:17]=1)[CH2:22][CH3:23], predict the reactants needed to synthesize it. The reactants are: [C:1]([O:10]C)(=O)[C:2]1[C:3](=[CH:5][CH:6]=[CH:7][CH:8]=1)[SH:4].[C:12]([C:14]1[CH:19]=[CH:18][CH:17]=[C:16]([S:20][CH2:21][CH2:22][CH3:23])[N:15]=1)#[N:13].C(N(CC)CC)C. (6) Given the product [C:1]([C:5]1[N:6]([CH3:24])[C:7](=[O:23])[C:8]2[C:13]([C:14]=1[C:15]1[CH:20]=[CH:19][CH:18]=[CH:17][CH:16]=1)=[CH:12][C:11]([C:21]([NH2:22])=[O:25])=[CH:10][CH:9]=2)([CH3:4])([CH3:2])[CH3:3], predict the reactants needed to synthesize it. The reactants are: [C:1]([C:5]1[N:6]([CH3:24])[C:7](=[O:23])[C:8]2[C:13]([C:14]=1[C:15]1[CH:20]=[CH:19][CH:18]=[CH:17][CH:16]=1)=[CH:12][C:11]([C:21]#[N:22])=[CH:10][CH:9]=2)([CH3:4])([CH3:3])[CH3:2].[OH-:25].[Na+].Cl.